From a dataset of Catalyst prediction with 721,799 reactions and 888 catalyst types from USPTO. Predict which catalyst facilitates the given reaction. (1) Reactant: [Cl:1][C:2]1[C:3]([CH3:18])=[C:4]([NH:10][C@H:11]([C@H:15]([OH:17])[CH3:16])[C:12]([OH:14])=O)[CH:5]=[CH:6][C:7]=1[C:8]#[N:9].[OH:19][C:20]1[CH:29]=[CH:28][C:23]([C:24]([NH:26][NH2:27])=[O:25])=[CH:22][CH:21]=1.ClC1C(C)=C(N[C@H]([C@@H](O)C)C(NNC(=O)C2C=CC=CC=2)=O)C=CC=1C#N. Product: [Cl:1][C:2]1[C:3]([CH3:18])=[C:4]([NH:10][C@H:11]([C@H:15]([OH:17])[CH3:16])[C:12]([NH:27][NH:26][C:24](=[O:25])[C:23]2[CH:28]=[CH:29][C:20]([OH:19])=[CH:21][CH:22]=2)=[O:14])[CH:5]=[CH:6][C:7]=1[C:8]#[N:9]. The catalyst class is: 2. (2) Reactant: F[C:2]1[CH:7]=[CH:6][C:5]([NH:8][C:9](=[O:11])[CH3:10])=[CH:4][C:3]=1[N+:12]([O-:14])=[O:13].[CH:15]1([NH2:19])[CH2:18][CH2:17][CH2:16]1.C(N(CC)CC)C. Product: [CH:15]1([NH:19][C:2]2[CH:7]=[CH:6][C:5]([NH:8][C:9](=[O:11])[CH3:10])=[CH:4][C:3]=2[N+:12]([O-:14])=[O:13])[CH2:18][CH2:17][CH2:16]1. The catalyst class is: 8.